Dataset: NCI-60 drug combinations with 297,098 pairs across 59 cell lines. Task: Regression. Given two drug SMILES strings and cell line genomic features, predict the synergy score measuring deviation from expected non-interaction effect. (1) Drug 1: CS(=O)(=O)OCCCCOS(=O)(=O)C. Drug 2: COC1=C2C(=CC3=C1OC=C3)C=CC(=O)O2. Cell line: TK-10. Synergy scores: CSS=9.67, Synergy_ZIP=-1.51, Synergy_Bliss=4.97, Synergy_Loewe=2.93, Synergy_HSA=3.96. (2) Drug 1: CN(C)N=NC1=C(NC=N1)C(=O)N. Drug 2: C1CC(C1)(C(=O)O)C(=O)O.[NH2-].[NH2-].[Pt+2]. Cell line: HL-60(TB). Synergy scores: CSS=67.4, Synergy_ZIP=-6.67, Synergy_Bliss=-9.47, Synergy_Loewe=-24.5, Synergy_HSA=-6.14. (3) Drug 1: CC1=C(N=C(N=C1N)C(CC(=O)N)NCC(C(=O)N)N)C(=O)NC(C(C2=CN=CN2)OC3C(C(C(C(O3)CO)O)O)OC4C(C(C(C(O4)CO)O)OC(=O)N)O)C(=O)NC(C)C(C(C)C(=O)NC(C(C)O)C(=O)NCCC5=NC(=CS5)C6=NC(=CS6)C(=O)NCCC[S+](C)C)O. Drug 2: C#CCC(CC1=CN=C2C(=N1)C(=NC(=N2)N)N)C3=CC=C(C=C3)C(=O)NC(CCC(=O)O)C(=O)O. Cell line: ACHN. Synergy scores: CSS=52.2, Synergy_ZIP=1.08, Synergy_Bliss=0.573, Synergy_Loewe=0.445, Synergy_HSA=0.566. (4) Drug 1: CN1CCC(CC1)COC2=C(C=C3C(=C2)N=CN=C3NC4=C(C=C(C=C4)Br)F)OC. Drug 2: CC(C)(C#N)C1=CC(=CC(=C1)CN2C=NC=N2)C(C)(C)C#N. Cell line: SF-539. Synergy scores: CSS=6.05, Synergy_ZIP=-2.42, Synergy_Bliss=-0.861, Synergy_Loewe=0.956, Synergy_HSA=0.949.